This data is from Forward reaction prediction with 1.9M reactions from USPTO patents (1976-2016). The task is: Predict the product of the given reaction. (1) Given the reactants [Br:1][C:2]1[CH:7]=[CH:6][C:5]([N:8]=[C:9]=[O:10])=[CH:4][CH:3]=1.[CH3:11][NH2:12], predict the reaction product. The product is: [Br:1][C:2]1[CH:7]=[CH:6][C:5]([NH:8][C:9]([NH:12][CH3:11])=[O:10])=[CH:4][CH:3]=1. (2) Given the reactants [CH3:1][N:2]([CH3:28])[CH2:3][CH2:4][C@H:5]([N:14]1[CH2:18][CH2:17][C@H:16]([NH:19]C(=O)OC(C)(C)C)[C:15]1=[O:27])[C:6]([N:8]1[CH2:13][CH2:12][O:11][CH2:10][CH2:9]1)=[O:7].[ClH:29], predict the reaction product. The product is: [ClH:29].[ClH:29].[NH2:19][C@H:16]1[CH2:17][CH2:18][N:14]([C@H:5]([C:6]([N:8]2[CH2:13][CH2:12][O:11][CH2:10][CH2:9]2)=[O:7])[CH2:4][CH2:3][N:2]([CH3:28])[CH3:1])[C:15]1=[O:27]. (3) Given the reactants [NH2:1][C:2]1[CH:7]=[CH:6][C:5]([C:8](=[O:16])[C:9]2[CH:14]=[CH:13][C:12]([CH3:15])=[CH:11][CH:10]=2)=[CH:4][C:3]=1[C:17]([C:19]1[CH:24]=[CH:23][CH:22]=[C:21]([Cl:25])[CH:20]=1)=[O:18].[Cl:26][C:27]([Cl:32])([Cl:31])[C:28](Cl)=[O:29].C(N(CC)CC)C, predict the reaction product. The product is: [Cl:26][C:27]([Cl:32])([Cl:31])[C:28]([NH:1][C:2]1[CH:7]=[CH:6][C:5]([C:8](=[O:16])[C:9]2[CH:10]=[CH:11][C:12]([CH3:15])=[CH:13][CH:14]=2)=[CH:4][C:3]=1[C:17](=[O:18])[C:19]1[CH:24]=[CH:23][CH:22]=[C:21]([Cl:25])[CH:20]=1)=[O:29]. (4) Given the reactants [I:1][C:2]1[N:3]=[C:4]([CH2:10][O:11][CH3:12])[N:5]([CH2:7][CH2:8][NH2:9])[CH:6]=1.[F:13][C:14]([F:26])([F:25])[C:15]1[CH:20]=[CH:19][C:18]([CH2:21][CH2:22][CH:23]=O)=[CH:17][CH:16]=1, predict the reaction product. The product is: [I:1][C:2]1[N:3]=[C:4]([CH2:10][O:11][CH3:12])[N:5]2[CH2:7][CH2:8][NH:9][CH:23]([CH2:22][CH2:21][C:18]3[CH:19]=[CH:20][C:15]([C:14]([F:13])([F:25])[F:26])=[CH:16][CH:17]=3)[C:6]=12.